From a dataset of Retrosynthesis with 50K atom-mapped reactions and 10 reaction types from USPTO. Predict the reactants needed to synthesize the given product. (1) Given the product Cc1cc(C(=O)CC(c2ccc(Br)cc2)c2ccccc2C(F)(F)F)ccn1, predict the reactants needed to synthesize it. The reactants are: CON(C)C(=O)CC(c1ccc(Br)cc1)c1ccccc1C(F)(F)F.Cc1cc(Br)ccn1. (2) Given the product CCCCN1CCOc2c(C#N)cc(C(=O)N[C@@H](Cc3cc(F)cc(F)c3)[C@H](O)CNCc3cccc(CC)c3)cc21, predict the reactants needed to synthesize it. The reactants are: CCCCN1CCOc2c(C#N)cc(C(=O)O)cc21.CCc1cccc(CNC[C@@H](O)[C@@H](N)Cc2cc(F)cc(F)c2)c1. (3) The reactants are: CNC1=NCC(c2ccc([N+](=O)[O-])cc2)c2cc(Cl)ccc21. Given the product CNC1=NCC(c2ccc(N)cc2)c2cc(Cl)ccc21, predict the reactants needed to synthesize it. (4) Given the product COc1ccc(CN(C(=O)c2ccc(Oc3ccccc3)cc2)c2ccc(O)c(C(=O)O)c2)cc1, predict the reactants needed to synthesize it. The reactants are: COC(=O)c1cc(N(Cc2ccc(OC)cc2)C(=O)c2ccc(Oc3ccccc3)cc2)ccc1O. (5) Given the product CON=C(C(=O)O)c1cccc(O)c1, predict the reactants needed to synthesize it. The reactants are: CON=C(C(=O)OC)c1cccc(O)c1. (6) The reactants are: BrCc1ccc(CBr)cc1.CC#C[C@@H](CC(=O)OCC)c1ccc(O)cc1. Given the product CC#C[C@@H](CC(=O)OCC)c1ccc(OCc2ccc(CBr)cc2)cc1, predict the reactants needed to synthesize it.